This data is from Peptide-MHC class II binding affinity with 134,281 pairs from IEDB. The task is: Regression. Given a peptide amino acid sequence and an MHC pseudo amino acid sequence, predict their binding affinity value. This is MHC class II binding data. The peptide sequence is AFALVLLFCALASSC. The MHC is DRB1_0101 with pseudo-sequence DRB1_0101. The binding affinity (normalized) is 0.343.